From a dataset of Experimentally validated miRNA-target interactions with 360,000+ pairs, plus equal number of negative samples. Binary Classification. Given a miRNA mature sequence and a target amino acid sequence, predict their likelihood of interaction. (1) The miRNA is mmu-miR-34b-5p with sequence AGGCAGUGUAAUUAGCUGAUUGU. The protein sequence of the target gene is MAPSRLQLGLRAAYSGFSSVAGFSIFFVWTVVYRQPGTAAMGGLAGVLALWVLVTHVMYMQDYWRTWLRGLRGFFFVGALFSAVSVSAFCTFLALAITQHQSLKDPNSYYLSCVWSFISFKWAFLLSLYAHRYRADFADISILSDF. Result: 1 (interaction). (2) The miRNA is hsa-miR-613 with sequence AGGAAUGUUCCUUCUUUGCC. The protein sequence of the target gene is MECRDMELADDYQSPFDFDSGVNKNYLYLSPSGNTSPPGSPTQNVGLLKTEPVAEEGEDAVTMLSAPEALTEEEQEELRRELTKVEEEIQTLSQVLAAKEKHLAELKRKLGISSLQEFKQNIAKGWQDVTATNAYKKTSETLSQAGQKASAAFSSVGSVITKKLEDVKNSPTFKSFEEKVENLKSKVGGAKPAGGDFGEVLNSTANATSTMTTEPPPEQMTESP. Result: 0 (no interaction). (3) The miRNA is hsa-miR-887-5p with sequence CUUGGGAGCCCUGUUAGACUC. The protein sequence of the target gene is MGLLAFRDVALEFSPEEWECLDPAQRSLYRDVMLENYRNLISLGEDSFNMQFLFHSLAMSKPELIICLEARKEPWNVNTEKTARHSVLSSYLTEDILPEQGLQVSFQKVMLRRYERCCLEKLRLRNDWEIVGEWKGQKASYNGLDLCSATTHSKNFQCNKCVKGFSKFANLNKCKISHTGEKPFKCKECGNVSCMSLIMTQQQRIHIGENPYQCKKCGKAFNECSCFTDCKRIHVGEKHCKCEECNNIFKSCSSLAVVEKNHTEKKTYRCEECGKAFNLCSVLTKHKKIHTGEKPYKCEE.... Result: 1 (interaction). (4) The miRNA is hsa-miR-5000-3p with sequence UCAGGACACUUCUGAACUUGGA. The protein sequence of the target gene is MVSMSFKRNRSDRFYSTRCCGCCHVRTGTIILGTWYMVVNLLMAILLTVEVTHPNSMPAVNIQYEVIGNYYSSERMADNACVLFAVSVLMFIISSMLVYGAISYQVGWLIPFFCYRLFDFVLSCLVAISSLTYLPRIKEYLDQLPDFPYKDDLLALDSSCLLFIVLVFFALFIIFKAYLINCVWNCYKYINNRNVPEIAVYPAFEAPPQYVLPTYEMAVKMPEKEPPPPYLPA. Result: 0 (no interaction). (5) The miRNA is mmu-miR-17-5p with sequence CAAAGUGCUUACAGUGCAGGUAG. The protein sequence of the target gene is MQTNEGEVEEESSSQVEQEDFVMEGHGKTPPPGEESKQEKEQEREEQLMEDKKRKKEDKKKKEATQKVTEQKTKVPEVTKPSLSQPTAASPIGSSPSPPVNGGNNAKRVAVPNGQPPSAARYMPREVPPRFRCQQDHKVLLKRGQPPPPSCMLLGGGAGPPPCTAPGANPNNNAQVTGALLQSESGTAPESTLGGAAASNYANSTWGPGASSNSGASPNPIHIWDKVIVDGSDMEEWPCIASKDTESSSENTTDNNSASNPGSEKSSLPGSTTSNKGKGSQCQAASSGNECNLGVWKSDP.... Result: 1 (interaction). (6) The miRNA is hsa-miR-335-5p with sequence UCAAGAGCAAUAACGAAAAAUGU. Result: 1 (interaction). The protein sequence of the target gene is MAKVAKDLNPGVKKMSLGQLQSARGVACLGCKGTCSGFEPHSWRKICKSCKCSQEDHCLTSDLEDDRKIGRLLMDSKYSTLTARVKGGDGIRIYKRNRMIMTNPIATGKDPTFDTITYEWAPPGVTQKLGLQYMELIPKEKQPVTGTEGAFYRRRQLMHQLPIYDQDPSRCRGLLENELKLMEEFVKQYKSEALGVGEVALPGQGGLPKEEGKQQEKPEGAETTAATTNGSLSDPSKEVEYVCELCKGAAPPDSPVVYSDRAGYNKQWHPTCFVCAKCSEPLVDLIYFWKDGAPWCGRHY.... (7) The miRNA is hsa-miR-518e-3p with sequence AAAGCGCUUCCCUUCAGAGUG. The protein sequence of the target gene is MAEDKPDAKSPKTGARPQGGADAGEPTTLLQRLRGTISKAVQNKVEGILQEVQKFSDNDKLYLYLQLPSGPSVGEKSSEPSLLSNEEYMYAYRWIRNHLEEHMDTCLPKQSVYDAYRKYCESLACCRPLSTANFGKIIREIFPDIKARRLGGRGQSKYCYSGIRRKTLVSMPPLPGLDLKGSESPEMGPEVSPAPRDELVEAACALTCDWAERILKRSFSSIVQVARYLLQQHLISARSAHAHVLKAGGLAEEDERAPRERSLCKSKNVVESLEGGGPKKPERPAQPPKEQEARAGTDLP.... Result: 0 (no interaction).